Dataset: Reaction yield outcomes from USPTO patents with 853,638 reactions. Task: Predict the reaction yield, written as a fraction of the theoretical maximum amount of product (1.0 means a 100% yield; for example, 0.34 means a 34% yield). The reactants are [CH:1]1[C:10]2[C:5](=[CH:6][CH:7]=[CH:8][CH:9]=2)[CH:4]=[CH:3][C:2]=1[S:11]([N:14]1[CH2:18][C@H:17]([S:19][C:20]([C:33]2[CH:38]=[CH:37][CH:36]=[CH:35][CH:34]=2)([C:27]2[CH:32]=[CH:31][CH:30]=[CH:29][CH:28]=2)[C:21]2[CH:26]=[CH:25][CH:24]=[CH:23][CH:22]=2)[CH2:16][C@H:15]1[C:39](O)=[O:40])(=[O:13])=[O:12].ON1C=CC=CC1=O.CCN=C=NCCCN(C)C.[NH2:61][CH2:62][C:63]1[NH:67][N:66]=[N:65][N:64]=1. The catalyst is C(Cl)Cl.CN(C=O)C. The product is [NH:64]1[C:63]([CH2:62][NH:61][C:39]([C@@H:15]2[CH2:16][C@@H:17]([S:19][C:20]([C:33]3[CH:38]=[CH:37][CH:36]=[CH:35][CH:34]=3)([C:21]3[CH:22]=[CH:23][CH:24]=[CH:25][CH:26]=3)[C:27]3[CH:32]=[CH:31][CH:30]=[CH:29][CH:28]=3)[CH2:18][N:14]2[S:11]([C:2]2[CH:3]=[CH:4][C:5]3[C:10](=[CH:9][CH:8]=[CH:7][CH:6]=3)[CH:1]=2)(=[O:12])=[O:13])=[O:40])=[N:67][N:66]=[N:65]1. The yield is 0.440.